Dataset: Catalyst prediction with 721,799 reactions and 888 catalyst types from USPTO. Task: Predict which catalyst facilitates the given reaction. (1) Reactant: [C:1]([N:5]1[C:9]2=[N:10][CH:11]=[CH:12][CH:13]=[C:8]2[CH:7]([CH2:14][C:15]2[C:20]([CH2:21]Cl)=[CH:19][C:18]([Cl:23])=[CH:17][N:16]=2)[C:6]1=[O:24])([CH3:4])([CH3:3])[CH3:2].[OH-].[Na+]. Product: [C:1]([N:5]1[C:9]2=[N:10][CH:11]=[CH:12][CH:13]=[C:8]2[C@:7]2([CH2:14][C:15]3=[N:16][CH:17]=[C:18]([Cl:23])[CH:19]=[C:20]3[CH2:21]2)[C:6]1=[O:24])([CH3:3])([CH3:4])[CH3:2]. The catalyst class is: 11. (2) Reactant: [NH2:1][C:2]1[C:7]([C:8]2[CH:9]=[C:10]([NH:14][S:15]([CH3:18])(=[O:17])=[O:16])[CH:11]=[CH:12][CH:13]=2)=[CH:6][N:5]=[C:4]([N:19]2[CH2:24][CH2:23][O:22][CH2:21][CH2:20]2)[N:3]=1.Cl[C:26]1[C:35]2[C:30](=[CH:31][C:32]([F:37])=[CH:33][C:34]=2[F:36])[N:29]=[C:28]([C:38]2[CH:43]=[CH:42][CH:41]=[CH:40][N:39]=2)[C:27]=1[CH3:44].C1(P(C2CCCCC2)C2C=CC=CC=2C2C(C(C)C)=CC(C(C)C)=CC=2C(C)C)CCCCC1.CC(C)([O-])C.[Na+]. Product: [F:36][C:34]1[CH:33]=[C:32]([F:37])[CH:31]=[C:30]2[C:35]=1[C:26]([NH:1][C:2]1[C:7]([C:8]3[CH:9]=[C:10]([NH:14][S:15]([CH3:18])(=[O:17])=[O:16])[CH:11]=[CH:12][CH:13]=3)=[CH:6][N:5]=[C:4]([N:19]3[CH2:20][CH2:21][O:22][CH2:23][CH2:24]3)[N:3]=1)=[C:27]([CH3:44])[C:28]([C:38]1[CH:43]=[CH:42][CH:41]=[CH:40][N:39]=1)=[N:29]2. The catalyst class is: 491. (3) Reactant: [CH:1]1[C:13]2[CH:12]([CH2:14][O:15][C:16]([NH:18][C@@H:19]([CH2:24][CH2:25][CH2:26][NH:27][C:28]([NH:30][S:31]([C:34]3[C:35]([CH3:48])=[C:36]4[C:41](=[C:42]([CH3:45])[C:43]=3[CH3:44])[O:40][C:39]([CH3:47])([CH3:46])[CH2:38][CH2:37]4)(=[O:33])=[O:32])=[NH:29])[CH2:20][C:21]([OH:23])=[O:22])=[O:17])[C:11]3[C:6](=[CH:7][CH:8]=[CH:9][CH:10]=3)[C:5]=2[CH:4]=[CH:3][CH:2]=1.Cl[CH2:50]Cl.S(Cl)(Cl)=O. Product: [CH:1]1[C:13]2[CH:12]([CH2:14][O:15][C:16]([NH:18][C@@H:19]([CH2:24][CH2:25][CH2:26][NH:27][C:28]([NH:30][S:31]([C:34]3[C:35]([CH3:48])=[C:36]4[C:41](=[C:42]([CH3:45])[C:43]=3[CH3:44])[O:40][C:39]([CH3:46])([CH3:47])[CH2:38][CH2:37]4)(=[O:33])=[O:32])=[NH:29])[CH2:20][C:21]([O:23][CH3:50])=[O:22])=[O:17])[C:11]3[C:6](=[CH:7][CH:8]=[CH:9][CH:10]=3)[C:5]=2[CH:4]=[CH:3][CH:2]=1. The catalyst class is: 5. (4) Reactant: OO.[Cl:3][C:4]1[CH:9]=[C:8]([S:10][C:11]2[CH:16]=[CH:15][C:14]([F:17])=[CH:13][CH:12]=2)[CH:7]=[CH:6][C:5]=1[NH:18][C:19](=[O:27])[C@:20]([OH:26])([CH3:25])[C:21]([F:24])([F:23])[F:22].C(OCC)(=[O:30])C.[OH2:34]. Product: [Cl:3][C:4]1[CH:9]=[C:8]([S:10]([C:11]2[CH:16]=[CH:15][C:14]([F:17])=[CH:13][CH:12]=2)(=[O:30])=[O:34])[CH:7]=[CH:6][C:5]=1[NH:18][C:19](=[O:27])[C@:20]([OH:26])([CH3:25])[C:21]([F:23])([F:24])[F:22]. The catalyst class is: 15. (5) Reactant: [OH:1][C:2]1[CH:11]=[C:10]2[C:5]([CH:6]=[CH:7][CH:8]=[C:9]2[C:12]([O:14][CH3:15])=[O:13])=[CH:4][CH:3]=1.N1C=CC=CC=1.[F:22][C:23]([F:36])([F:35])[S:24](O[S:24]([C:23]([F:36])([F:35])[F:22])(=[O:26])=[O:25])(=[O:26])=[O:25]. Product: [F:22][C:23]([F:36])([F:35])[S:24]([O:1][C:2]1[CH:11]=[C:10]2[C:5]([CH:6]=[CH:7][CH:8]=[C:9]2[C:12]([O:14][CH3:15])=[O:13])=[CH:4][CH:3]=1)(=[O:26])=[O:25]. The catalyst class is: 2. (6) Reactant: [OH:1][CH2:2][CH:3]([NH:10][C:11](=[O:17])[O:12][C:13]([CH3:16])([CH3:15])[CH3:14])[C:4]([N:6]([O:8][CH3:9])[CH3:7])=[O:5].CN(C=O)C.[CH3:23][C:24]([Si:27](Cl)([CH3:29])[CH3:28])([CH3:26])[CH3:25].N1C=CN=C1. Product: [Si:27]([O:1][CH2:2][CH:3]([NH:10][C:11](=[O:17])[O:12][C:13]([CH3:14])([CH3:16])[CH3:15])[C:4]([N:6]([O:8][CH3:9])[CH3:7])=[O:5])([C:24]([CH3:26])([CH3:25])[CH3:23])([CH3:29])[CH3:28]. The catalyst class is: 25. (7) Reactant: [F:1][C:2]([F:19])([F:18])[C:3]1[CH:8]=[CH:7][C:6]([S:9]([N:12]2[CH2:17][CH2:16][NH:15][CH2:14][CH2:13]2)(=[O:11])=[O:10])=[CH:5][CH:4]=1.C1C=CC2N(O)N=NC=2C=1.O.CN(C(ON1N=NC2C=CC=CC1=2)=[N+](C)C)C.F[P-](F)(F)(F)(F)F.[CH3:55][C:56]1[N:61]=[CH:60][C:59]([C:62](O)=[O:63])=[CH:58][CH:57]=1.CCN(C(C)C)C(C)C. Product: [CH3:55][C:56]1[N:61]=[CH:60][C:59]([C:62]([N:15]2[CH2:16][CH2:17][N:12]([S:9]([C:6]3[CH:5]=[CH:4][C:3]([C:2]([F:1])([F:18])[F:19])=[CH:8][CH:7]=3)(=[O:10])=[O:11])[CH2:13][CH2:14]2)=[O:63])=[CH:58][CH:57]=1. The catalyst class is: 85. (8) The catalyst class is: 9. Product: [CH3:1][N:2]1[C:10]2[C:9]([O:11][C:12]3[CH:13]=[CH:14][C:15]([CH2:18][C:19]([NH:22][C:23]4[CH:28]=[CH:27][CH:26]=[CH:25][CH:24]=4)=[O:21])=[CH:16][CH:17]=3)=[N:8][CH:7]=[N:6][C:5]=2[CH:4]=[CH:3]1. Reactant: [CH3:1][N:2]1[C:10]2[C:9]([O:11][C:12]3[CH:17]=[CH:16][C:15]([CH2:18][C:19]([OH:21])=O)=[CH:14][CH:13]=3)=[N:8][CH:7]=[N:6][C:5]=2[CH:4]=[CH:3]1.[NH2:22][C:23]1[CH:28]=[CH:27][CH:26]=[CH:25][CH:24]=1.O.ON1C2C=CC=CC=2N=N1.Cl.C(N=C=NCCCN(C)C)C.C(N(CC)CC)C.